This data is from Forward reaction prediction with 1.9M reactions from USPTO patents (1976-2016). The task is: Predict the product of the given reaction. (1) Given the reactants Br[CH2:2][C:3]1[CH:8]=[CH:7][CH:6]=[CH:5][N:4]=1.Br.BrCC1C=CC=CN=1.C([O-])(O)=O.[Na+].[Si:23]([O:30][C@H:31]1[CH2:36][CH2:35][C@@:34]([C@H:38]2[CH2:46][CH2:45][C@@:44]3([CH3:47])[C@@H:40]([CH2:41][CH2:42][C:43]3=[CH2:48])[C@@H:39]2[CH2:49][OH:50])([CH3:37])[C@@H:33]([CH2:51][O:52][Si:53]([C:56]([CH3:59])([CH3:58])[CH3:57])([CH3:55])[CH3:54])[CH2:32]1)([C:26]([CH3:29])([CH3:28])[CH3:27])([CH3:25])[CH3:24], predict the reaction product. The product is: [Si:23]([O:30][C@H:31]1[CH2:36][CH2:35][C@@:34]([C@H:38]2[CH2:46][CH2:45][C@@:44]3([CH3:47])[C@@H:40]([CH2:41][CH2:42][C:43]3=[CH2:48])[C@@H:39]2[CH2:49][O:50][CH2:2][C:3]2[CH:8]=[CH:7][CH:6]=[CH:5][N:4]=2)([CH3:37])[C@@H:33]([CH2:51][O:52][Si:53]([C:56]([CH3:59])([CH3:58])[CH3:57])([CH3:54])[CH3:55])[CH2:32]1)([C:26]([CH3:29])([CH3:28])[CH3:27])([CH3:25])[CH3:24]. (2) Given the reactants [C:1]([C:3]1[CH:11]=[CH:10][CH:9]=[C:8]2[C:4]=1[C:5]([O:12][C@@H:13]1[O:39][C@H:38]([CH2:40][O:41][C:42](=[O:47])[C:43]([CH3:46])([CH3:45])[CH3:44])[C@@H:30]([O:31][C:32](=[O:37])[C:33]([CH3:36])([CH3:35])[CH3:34])[C@H:22]([O:23][C:24](=[O:29])[C:25]([CH3:28])([CH3:27])[CH3:26])[C@H:14]1[O:15][C:16](=[O:21])[C:17]([CH3:20])([CH3:19])[CH3:18])=[N:6][NH:7]2)#[CH:2].I[C:49]1[CH:54]=[CH:53][C:52]([OH:55])=[C:51]([CH3:56])[CH:50]=1, predict the reaction product. The product is: [OH:55][C:52]1[CH:53]=[CH:54][C:49]([C:2]#[C:1][C:3]2[CH:11]=[CH:10][CH:9]=[C:8]3[C:4]=2[C:5]([O:12][C@@H:13]2[O:39][C@H:38]([CH2:40][O:41][C:42](=[O:47])[C:43]([CH3:46])([CH3:45])[CH3:44])[C@@H:30]([O:31][C:32](=[O:37])[C:33]([CH3:34])([CH3:35])[CH3:36])[C@H:22]([O:23][C:24](=[O:29])[C:25]([CH3:28])([CH3:27])[CH3:26])[C@H:14]2[O:15][C:16](=[O:21])[C:17]([CH3:18])([CH3:19])[CH3:20])=[N:6][NH:7]3)=[CH:50][C:51]=1[CH3:56].